From a dataset of Full USPTO retrosynthesis dataset with 1.9M reactions from patents (1976-2016). Predict the reactants needed to synthesize the given product. (1) Given the product [Cl:11][C:12]1[CH:17]=[CH:16][C:15]([C:18]2[CH:23]=[CH:22][C:21]([CH2:24][CH2:25][N:26]3[CH2:30][CH2:29][CH2:28][CH2:27]3)=[CH:20][C:19]=2[CH2:31][OH:32])=[CH:14][CH:13]=1, predict the reactants needed to synthesize it. The reactants are: [H-].C([Al+]CC(C)C)C(C)C.[Cl:11][C:12]1[CH:17]=[CH:16][C:15]([C:18]2[C:19]([C:31](OC)=[O:32])=[CH:20][C:21]([CH2:24][CH2:25][N:26]3[CH2:30][CH2:29][CH2:28][CH2:27]3)=[CH:22][CH:23]=2)=[CH:14][CH:13]=1. (2) The reactants are: [NH2:1][C:2]1[CH:10]=[CH:9][C:5]2[N:6]=[CH:7][NH:8][C:4]=2[CH:3]=1.[CH2:11]([CH:18]1[CH2:23][CH2:22][N:21]([C:24](=[O:28])[C:25](O)=[O:26])[CH2:20][CH2:19]1)[C:12]1[CH:17]=[CH:16][CH:15]=[CH:14][CH:13]=1. Given the product [CH2:11]([CH:18]1[CH2:19][CH2:20][N:21]([C:24](=[O:28])[C:25]([NH:1][C:2]2[CH:10]=[CH:9][C:5]3[NH:6][CH:7]=[N:8][C:4]=3[CH:3]=2)=[O:26])[CH2:22][CH2:23]1)[C:12]1[CH:13]=[CH:14][CH:15]=[CH:16][CH:17]=1, predict the reactants needed to synthesize it. (3) Given the product [NH:20]1[CH2:19][CH:18]([NH:17][C:15](=[O:16])[CH2:14][NH:13][C:10]2[C:11]3[C:6](=[CH:5][CH:4]=[C:3]([C:2]([F:1])([F:30])[F:29])[CH:12]=3)[CH:7]=[N:8][N:9]=2)[CH2:21]1, predict the reactants needed to synthesize it. The reactants are: [F:1][C:2]([F:30])([F:29])[C:3]1[CH:12]=[C:11]2[C:6]([CH:7]=[N:8][N:9]=[C:10]2[NH:13][CH2:14][C:15]([NH:17][CH:18]2[CH2:21][N:20](C(OC(C)(C)C)=O)[CH2:19]2)=[O:16])=[CH:5][CH:4]=1.FC(F)(F)C(O)=O. (4) Given the product [F:27][CH:25]([F:26])[C:17]1[N:16]([C:14]2[CH:13]=[C:12]([N:28]3[CH2:29][CH2:30][O:31][CH2:32][CH2:33]3)[N:11]=[C:10]([NH:9][CH2:8][C@H:5]3[CH2:6][CH2:7][C@H:2]([NH:1][CH2:38][CH:36]([OH:37])[CH2:35][F:34])[CH2:3][CH2:4]3)[N:15]=2)[C:20]2[CH:21]=[CH:22][CH:23]=[CH:24][C:19]=2[N:18]=1, predict the reactants needed to synthesize it. The reactants are: [NH2:1][C@H:2]1[CH2:7][CH2:6][C@H:5]([CH2:8][NH:9][C:10]2[N:15]=[C:14]([N:16]3[C:20]4[CH:21]=[CH:22][CH:23]=[CH:24][C:19]=4[N:18]=[C:17]3[CH:25]([F:27])[F:26])[CH:13]=[C:12]([N:28]3[CH2:33][CH2:32][O:31][CH2:30][CH2:29]3)[N:11]=2)[CH2:4][CH2:3]1.[F:34][CH2:35][CH:36]1[CH2:38][O:37]1.C(N(C(C)C)CC)(C)C.O. (5) The reactants are: [CH:1]([C:3]1[CH:8]=[C:7]([C:9]([F:12])([F:11])[F:10])[CH:6]=[CH:5][C:4]=1[NH:13]C(=O)C(C)(C)C)=O.[H-].[Li+].[F:22][C:23]([F:32])([F:31])/[CH:24]=[CH:25]/[C:26]([O:28][CH2:29][CH3:30])=[O:27].C(OCC)(=O)C. Given the product [F:10][C:9]([F:11])([F:12])[C:7]1[CH:8]=[C:3]2[C:4](=[CH:5][CH:6]=1)[NH:13][CH:24]([C:23]([F:31])([F:32])[F:22])[C:25]([C:26]([O:28][CH2:29][CH3:30])=[O:27])=[CH:1]2, predict the reactants needed to synthesize it. (6) Given the product [NH2:1][C:2]1[C:7]([N+:8]([O-:10])=[O:9])=[C:6]([N:11]([CH2:17][C:18]2[CH:23]=[CH:22][C:21]([CH2:24][P:25]([O:30][CH2:31][CH3:32])([O:27][CH2:28][CH3:29])=[O:26])=[CH:20][CH:19]=2)[C:12](=[O:16])[O:13][CH2:14][CH3:15])[CH:5]=[C:4]([O:40][CH2:39][CH2:38][O:37][CH3:36])[N:3]=1, predict the reactants needed to synthesize it. The reactants are: [NH2:1][C:2]1[C:7]([N+:8]([O-:10])=[O:9])=[C:6]([N:11]([CH2:17][C:18]2[CH:23]=[CH:22][C:21]([CH2:24][P:25]([O:30][CH2:31][CH3:32])([O:27][CH2:28][CH3:29])=[O:26])=[CH:20][CH:19]=2)[C:12](=[O:16])[O:13][CH2:14][CH3:15])[CH:5]=[C:4](Br)[N:3]=1.[H-].[Na+].[CH3:36][O:37][CH2:38][CH2:39][OH:40]. (7) Given the product [Br:1][C:2]1[CH:3]=[C:4]([CH2:8][OH:9])[CH:5]=[N:6][CH:7]=1.[Br:1][C:2]1[CH:7]=[N:6][CH:5]=[C:4]([CH2:8][O:9][CH2:21][CH3:22])[CH:3]=1, predict the reactants needed to synthesize it. The reactants are: [Br:1][C:2]1[CH:3]=[C:4]([CH2:8][OH:9])[CH:5]=[N:6][CH:7]=1.C[Si]([N-][Si](C)(C)C)(C)C.[Na+].I[CH2:21][CH3:22].CN(C=O)C.